From a dataset of Catalyst prediction with 721,799 reactions and 888 catalyst types from USPTO. Predict which catalyst facilitates the given reaction. (1) Reactant: [F:1][C:2]([F:44])([F:43])[C:3]1[CH:4]=[C:5]([C@H:13]([O:15][C@H:16]2[CH2:24][N:23]3[C@@H:18]([CH2:19][C:20]([C:26]4[CH2:27][CH2:28][N:29]([C:32]([CH3:35])([CH3:34])[CH3:33])[CH2:30][CH:31]=4)=[CH:21][C:22]3=[O:25])[C@@H:17]2[C:36]2[CH:41]=[CH:40][C:39]([F:42])=[CH:38][CH:37]=2)[CH3:14])[CH:6]=[C:7]([C:9]([F:12])([F:11])[F:10])[CH:8]=1.[H][H]. Product: [F:44][C:2]([F:1])([F:43])[C:3]1[CH:4]=[C:5]([C@H:13]([O:15][C@H:16]2[CH2:24][N:23]3[C@@H:18]([CH2:19][CH:20]([CH:26]4[CH2:27][CH2:28][N:29]([C:32]([CH3:34])([CH3:35])[CH3:33])[CH2:30][CH2:31]4)[CH2:21][C:22]3=[O:25])[C@@H:17]2[C:36]2[CH:41]=[CH:40][C:39]([F:42])=[CH:38][CH:37]=2)[CH3:14])[CH:6]=[C:7]([C:9]([F:10])([F:11])[F:12])[CH:8]=1. The catalyst class is: 19. (2) Reactant: [CH3:1][C:2]([CH3:16])([C:10]1[CH:15]=[CH:14][CH:13]=[CH:12][CH:11]=1)[C@@H:3]([C:7]([OH:9])=O)[NH:4][CH2:5][CH3:6].Cl.[CH3:18]/[C:19](=[CH:25]\[C@@H:26]([N:30]([CH3:39])[C:31](=[O:38])[C@H:32]([C:34]([CH3:37])([CH3:36])[CH3:35])[NH2:33])[CH:27]([CH3:29])[CH3:28])/[C:20]([O:22][CH2:23][CH3:24])=[O:21].OC1C2N=NNC=2C=CC=1.CN1CCOCC1. Product: [CH2:5]([NH:4][C@H:3]([C:7]([NH:33][C@H:32]([C:31]([N:30]([C@@H:26]([CH:27]([CH3:28])[CH3:29])/[CH:25]=[C:19](\[CH3:18])/[C:20]([O:22][CH2:23][CH3:24])=[O:21])[CH3:39])=[O:38])[C:34]([CH3:36])([CH3:37])[CH3:35])=[O:9])[C:2]([CH3:1])([CH3:16])[C:10]1[CH:15]=[CH:14][CH:13]=[CH:12][CH:11]=1)[CH3:6]. The catalyst class is: 9. (3) Reactant: [NH:1]1[CH2:6][CH2:5][CH2:4][CH2:3][CH2:2]1.C(=O)([O-])[O-].[K+].[K+].[CH3:13][O:14][C:15]([C:17]1[C:26]([O:27][C:28]([C:30]2[CH:35]=[CH:34][CH:33]=[CH:32][CH:31]=2)=[O:29])=[C:25]2[C:20]([CH:21]=[CH:22][CH:23]=[N:24]2)=[C:19]([C:36]#[C:37][CH2:38]OS(C)(=O)=O)[N:18]=1)=[O:16]. Product: [CH3:13][O:14][C:15]([C:17]1[C:26]([O:27][C:28]([C:30]2[CH:31]=[CH:32][CH:33]=[CH:34][CH:35]=2)=[O:29])=[C:25]2[C:20]([CH:21]=[CH:22][CH:23]=[N:24]2)=[C:19]([C:36]#[C:37][CH2:38][N:1]2[CH2:6][CH2:5][CH2:4][CH2:3][CH2:2]2)[N:18]=1)=[O:16]. The catalyst class is: 10. (4) Reactant: [C:1]([O:5][C:6]([N:8]1[CH2:13][CH2:12][C:11](=[O:14])[CH2:10][C@@H:9]1[C:15]([OH:17])=[O:16])=[O:7])([CH3:4])([CH3:3])[CH3:2].[C:18](=O)([O-])[O-].[Cs+].[Cs+].IC.O. Product: [C:1]([O:5][C:6]([N:8]1[CH2:13][CH2:12][C:11](=[O:14])[CH2:10][C@@H:9]1[C:15]([O:17][CH3:18])=[O:16])=[O:7])([CH3:4])([CH3:2])[CH3:3]. The catalyst class is: 3. (5) Reactant: C(OC([NH:8][O:9][CH2:10][CH2:11][CH2:12][CH2:13][NH:14][C:15](=[O:30])[CH2:16][O:17][C:18]1[CH:27]=[C:26]2[C:21]([C:22]([CH3:29])=[CH:23][C:24](=[O:28])[O:25]2)=[CH:20][CH:19]=1)=O)(C)(C)C. Product: [NH2:8][O:9][CH2:10][CH2:11][CH2:12][CH2:13][NH:14][C:15](=[O:30])[CH2:16][O:17][C:18]1[CH:27]=[C:26]2[C:21]([C:22]([CH3:29])=[CH:23][C:24](=[O:28])[O:25]2)=[CH:20][CH:19]=1. The catalyst class is: 67. (6) Reactant: [NH:1]1[CH:5]=[C:4]([C:6]#[N:7])[N:3]=[CH:2]1.[O-]CC.[Na+].Br[CH2:13][C:14]([O:16][CH2:17][CH3:18])=[O:15]. Product: [C:6]([C:4]1[N:3]=[CH:2][N:1]([CH2:13][C:14]([O:16][CH2:17][CH3:18])=[O:15])[CH:5]=1)#[N:7]. The catalyst class is: 8. (7) Reactant: [CH3:1][C:2]1[C:7]2[CH:8]([C:12]([OH:14])=[O:13])[CH2:9][C:10](=O)[C:6]=2[CH:5]=[CH:4][CH:3]=1.C([SiH](CC)CC)C. Product: [CH3:1][C:2]1[CH:3]=[CH:4][CH:5]=[C:6]2[C:7]=1[CH:8]([C:12]([OH:14])=[O:13])[CH2:9][CH2:10]2. The catalyst class is: 55.